From a dataset of Drug-target binding data from BindingDB using IC50 measurements. Regression. Given a target protein amino acid sequence and a drug SMILES string, predict the binding affinity score between them. We predict pIC50 (pIC50 = -log10(IC50 in M); higher means more potent). Dataset: bindingdb_ic50. (1) The target protein (Q97SR4) has sequence MFGFFKKDKAVEVEVPTQVPAHIGIIMDGNGRWAKKRMQPRVFGHKAGMEALQTVTKAANKLGVKVITVYAFSTENWTRPDQEVKFIMNLPVEFYDNYVPELHANNVKIQMIGETDRLPKQTFEALTKAEELTKNNTGLILNFALNYGGRAEITQALKLISQDVLDAKINPGDITEELIGNYLFTQHLPKDLRDPDLIIRTSGELRLSNFLPWQGAYSELYFTDTLWPDFDEAALQEAILAYNRRHRRFGGV. The pIC50 is 6.0. The drug is O=C1CC(Cc2ccccc2)NC(=O)C1C(=O)Nc1ccc(Nc2ccccc2)cc1. (2) The compound is CC1c2ccc3c4ccccc4n(C)c3c2CCN1Cc1cnc(N)nc1N. The target protein (Q8NWQ9) has sequence MTLSILVAHDLQRVIGFENQLPWHLPNDLKHVKKLSTGHTLVMGRKTFESIGKPLPNRRNVVLTSDTSFNVVGVDVIHSIEDIYQLPGHVFIFGGQILFEEMIDKVDDMYITVIEGKFRGDTFFPPYTFEDWEVASSVEGKLDEKNTIPHTFLHLIRKK. The pIC50 is 5.2. (3) The small molecule is Cc1cc(N)nc2ccccc12. The target protein sequence is MEEKEILWNEAKAFIAACYQELGKAAEVKDRLADIKSEIDLTGSYVHTKEELEHGAKMAWRNSNRCIGRLFWNSLNVIDRRDVRTKEEVRDALFHHIETATNNGKIRPTITIFPPEEKGEKQVEIWNHQLIRYAGYESDGERIGDPASCSLTAACEELGWRGERTDFDLLPLIFRMKGDEQPVWYELPRSLVIEVPITHPDIEAFSDLELKWYGVPIVSDMKLEVGGIHYNAAPFNGWYMGTEIGARNLADEKRYDKLKKVASVIGIAADYNTDLWKDQALVELNKAVLHSYKKQGVSIVDHHTAASQFKRFEEQAEEAGRKLTGDWTWLIPPISPAATHIFHRSYDNSIVKPNYFYQDKPYE. The pIC50 is 4.3. (4) The compound is CCCCN(CC(=O)NCC(=O)N[C@@H](CCCCN)C(=O)N[C@H](Cc1ccccc1)C(=O)N(CCCNC(=N)N)CC(=O)N(CC(=O)NCC(N)=O)Cc1c[nH]c2ccccc12)C(C)=O. The target protein (P41149) has sequence MNSSSTLTVLNLTLNASEDGILGSNVKNKSLACEEMGIAVEVFLTLGLVSLLENILVIGAIVKNKNLHSPMYFFVGSLAVADMLVSMSNAWETVTIYLLNNKHLVIADTFVRHIDNVFDSMICISVVASMCSLLAIAVDRYITIFYALRYHHIMTARRSGVIIACIWTFCISCGIVFIIYYESKYVIICLISMFFTMLFFMVSLYIHMFLLARNHVKRIAASPRYNSVRQRTSMKGAITLTMLLGIFIVCWSPFFLHLILMISCPQNVYCSCFMSYFNMYLILIMCNSVIDPLIYALRSQEMRRTFKEIVCCHGFRRPCRLLGGY. The pIC50 is 5.5. (5) The compound is Cc1ccc(CNc2nc(N)nc3[nH]c4cc(C)c(O)cc4c23)cc1. The target protein (Q5TCX8) has sequence MALRGAAGATDTPVSSAGGAPGGSASSSSTSSGGSASAGAGLWAALYDYEARGEDELSLRRGQLVEVLSQDAAVSGDEGWWAGQVQRRLGIFPANYVAPCRPAASPAPPPSRPSSPVHVAFERLELKELIGAGGFGQVYRATWQGQEVAVKAARQDPEQDAAAAAESVRREARLFAMLRHPNIIELRGVCLQQPHLCLVLEFARGGALNRALAAANAAPDPRAPGPRRARRIPPHVLVNWAVQIARGMLYLHEEAFVPILHRDLKSSNILLLEKIEHDDICNKTLKITDFGLAREWHRTTKMSTAGTYAWMAPEVIKSSLFSKGSDIWSYGVLLWELLTGEVPYRGIDGLAVAYGVAVNKLTLPIPSTCPEPFAKLMKECWQQDPHIRPSFALILEQLTAIEGAVMTEMPQESFHSMQDDWKLEIQQMFDELRTKEKELRSREEELTRAALQQKSQEELLKRREQQLAEREIDVLERELNILIFQLNQEKPKVKKRKGKF.... The pIC50 is 4.0.